This data is from Forward reaction prediction with 1.9M reactions from USPTO patents (1976-2016). The task is: Predict the product of the given reaction. (1) Given the reactants [NH2:1][CH2:2][CH2:3][CH2:4][CH2:5][CH2:6][CH2:7][OH:8].[CH:9](OCC)=[O:10], predict the reaction product. The product is: [OH:8][CH2:7][CH2:6][CH2:5][CH2:4][CH2:3][CH2:2][NH:1][CH:9]=[O:10]. (2) Given the reactants [C:1]([NH:8][C@H:9]([C:13]([OH:15])=O)[CH:10]([CH3:12])[CH3:11])([O:3][C:4]([CH3:7])([CH3:6])[CH3:5])=[O:2].[NH2:16][C@H:17]([C:21]([OH:23])=O)[CH:18]([CH3:20])[CH3:19].Cl.[CH2:25]([O:32][P:33]([CH2:42][C@H:43]([OH:46])[CH2:44][NH2:45])([CH2:35][CH:36]1[CH2:41][CH2:40][CH2:39][CH2:38][CH2:37]1)=[O:34])[C:26]1[CH:31]=[CH:30][CH:29]=[CH:28][CH:27]=1, predict the reaction product. The product is: [CH2:25]([O:32][P:33]([CH2:42][C@H:43]([OH:46])[CH2:44][NH:45][C:21](=[O:23])[C@@H:17]([NH:16][C:13](=[O:15])[C@@H:9]([NH:8][C:1]([O:3][C:4]([CH3:5])([CH3:6])[CH3:7])=[O:2])[CH:10]([CH3:11])[CH3:12])[CH:18]([CH3:20])[CH3:19])([CH2:35][CH:36]1[CH2:41][CH2:40][CH2:39][CH2:38][CH2:37]1)=[O:34])[C:26]1[CH:27]=[CH:28][CH:29]=[CH:30][CH:31]=1. (3) Given the reactants Cl.Cl.[NH2:3][C:4]([CH:15]1[CH2:20][CH2:19][NH:18][CH2:17][CH2:16]1)([CH2:8][CH2:9][CH2:10][CH2:11][B:12]([OH:14])[OH:13])[C:5]([OH:7])=[O:6].C(N(CC)CC)C.[Cl:28][C:29]1[CH:37]=[CH:36][C:32]([C:33](Cl)=[O:34])=[CH:31][CH:30]=1, predict the reaction product. The product is: [ClH:28].[NH2:3][C:4]([CH:15]1[CH2:16][CH2:17][N:18]([C:33](=[O:34])[C:32]2[CH:36]=[CH:37][C:29]([Cl:28])=[CH:30][CH:31]=2)[CH2:19][CH2:20]1)([CH2:8][CH2:9][CH2:10][CH2:11][B:12]([OH:14])[OH:13])[C:5]([OH:7])=[O:6]. (4) Given the reactants [NH2:1][C:2]1[N:3]=[C:4]([NH:17][CH:18]2[CH2:23][CH2:22][N:21]([S:24]([C:27]3[CH:34]=[CH:33][C:30]([C:31]#[N:32])=[CH:29][CH:28]=3)(=[O:26])=[O:25])[CH2:20][CH2:19]2)[S:5][C:6]=1[C:7](=[O:16])[C:8]1[C:13]([F:14])=[CH:12][CH:11]=[CH:10][C:9]=1[F:15].Cl.C(=O)([O-])[O-].[NH4+:40].[NH4+], predict the reaction product. The product is: [NH2:1][C:2]1[N:3]=[C:4]([NH:17][CH:18]2[CH2:19][CH2:20][N:21]([S:24]([C:27]3[CH:28]=[CH:29][C:30]([C:31]([NH2:40])=[NH:32])=[CH:33][CH:34]=3)(=[O:25])=[O:26])[CH2:22][CH2:23]2)[S:5][C:6]=1[C:7]([C:8]1[C:9]([F:15])=[CH:10][CH:11]=[CH:12][C:13]=1[F:14])=[O:16]. (5) Given the reactants [Cl:1][C:2]1[CH:7]=[C:6]([Cl:8])[CH:5]=[CH:4][C:3]=1[C:9]1[N:13]2[N:14]=[C:15]([CH3:19])[CH:16]=[C:17](O)[C:12]2=[CH:11][C:10]=1[CH3:20].P(Br)(Br)[Br:22].C([O-])(O)=O.[Na+], predict the reaction product. The product is: [Br:22][C:17]1[C:12]2[N:13]([C:9]([C:3]3[CH:4]=[CH:5][C:6]([Cl:8])=[CH:7][C:2]=3[Cl:1])=[C:10]([CH3:20])[CH:11]=2)[N:14]=[C:15]([CH3:19])[CH:16]=1. (6) Given the reactants [Cl:1][C:2]1[CH:27]=[CH:26][C:25]([Cl:28])=[CH:24][C:3]=1[O:4][C:5]1[C:10]([C:11]([N:13]2[C:22]3[C:17](=[CH:18][CH:19]=[CH:20][CH:21]=3)[NH:16][CH2:15][CH2:14]2)=[O:12])=[CH:9][C:8]([F:23])=[CH:7][N:6]=1.C[O:30][C:31](=[O:36])[CH:32]([CH3:35])[CH:33]=O.C([Sn](Cl)(Cl)CCCC)CCC.C1([SiH3])C=CC=CC=1, predict the reaction product. The product is: [Cl:1][C:2]1[CH:27]=[CH:26][C:25]([Cl:28])=[CH:24][C:3]=1[O:4][C:5]1[C:10]([C:11]([N:13]2[C:22]3[C:17](=[CH:18][CH:19]=[CH:20][CH:21]=3)[N:16]([CH2:33][CH:32]([CH3:35])[C:31]([OH:36])=[O:30])[CH2:15][CH2:14]2)=[O:12])=[CH:9][C:8]([F:23])=[CH:7][N:6]=1. (7) Given the reactants [CH3:1][C:2]1[CH:10]=[CH:9][CH:8]=[CH:7][C:3]=1[CH:4]=[N:5][OH:6].ClN1C(=O)CCC1=O.C([O-])(O)=O.[Na+].[CH3:24][C:25](=[CH2:28])[CH2:26][OH:27], predict the reaction product. The product is: [CH3:24][C:25]1([CH2:26][OH:27])[O:6][N:5]=[C:4]([C:3]2[CH:7]=[CH:8][CH:9]=[CH:10][C:2]=2[CH3:1])[CH2:28]1. (8) Given the reactants [OH:1][C:2]1[C:11]2[C:6](=[CH:7][CH:8]=[CH:9][CH:10]=2)[C@@:5]([CH3:17])([CH2:12][CH2:13][CH:14]([CH3:16])[CH3:15])[C:4](=[O:18])[C:3]=1[C:19]1[NH:24][C:23]2[CH:25]=[CH:26][C:27]([NH:29][S:30]([C:33]3[CH:42]=[CH:41][C:40]4[C:35](=[CH:36][CH:37]=[CH:38][CH:39]=4)[CH:34]=3)(=[O:32])=[O:31])=[CH:28][C:22]=2[S:21](=[O:44])(=[O:43])[N:20]=1.[OH-].[Na+:46], predict the reaction product. The product is: [CH3:17][C@@:5]1([CH2:12][CH2:13][CH:14]([CH3:16])[CH3:15])[C:6]2[C:11](=[CH:10][CH:9]=[CH:8][CH:7]=2)[C:2]([O-:1])=[C:3]([C:19]2[NH:24][C:23]3[CH:25]=[CH:26][C:27]([NH:29][S:30]([C:33]4[CH:42]=[CH:41][C:40]5[C:35](=[CH:36][CH:37]=[CH:38][CH:39]=5)[CH:34]=4)(=[O:32])=[O:31])=[CH:28][C:22]=3[S:21](=[O:44])(=[O:43])[N:20]=2)[C:4]1=[O:18].[Na+:46].